This data is from Full USPTO retrosynthesis dataset with 1.9M reactions from patents (1976-2016). The task is: Predict the reactants needed to synthesize the given product. (1) Given the product [F:1][C:2]1[CH:11]=[C:10]2[C:5]([C:6]([N:22]([C:23]3[CH:24]=[N:25][CH:26]=[CH:27][CH:28]=3)[C:29](=[O:31])[CH3:30])=[N:7][C:8](/[CH:12]=[CH:13]/[C:14]3[O:15][C:16]([N+:19]([O-:21])=[O:20])=[CH:17][CH:18]=3)=[N:9]2)=[CH:4][CH:3]=1, predict the reactants needed to synthesize it. The reactants are: [F:1][C:2]1[CH:11]=[C:10]2[C:5]([C:6]([NH:22][C:23]3[CH:24]=[N:25][CH:26]=[CH:27][CH:28]=3)=[N:7][C:8](/[CH:12]=[CH:13]/[C:14]3[O:15][C:16]([N+:19]([O-:21])=[O:20])=[CH:17][CH:18]=3)=[N:9]2)=[CH:4][CH:3]=1.[C:29](OC(=O)C)(=[O:31])[CH3:30]. (2) Given the product [CH3:1][C:2]1[C:3]([NH2:8])=[N:4][CH:5]=[C:6]([N+:9]([O-:11])=[O:10])[CH:7]=1, predict the reactants needed to synthesize it. The reactants are: [CH3:1][C:2]1[C:3]([NH2:8])=[N:4][CH:5]=[CH:6][CH:7]=1.[N+:9]([O-])([OH:11])=[O:10].N. (3) The reactants are: Cl[CH2:2][CH2:3][CH2:4][N:5]1[C:10]2[CH:11]=[CH:12][CH:13]=[CH:14][C:9]=2[S:8][CH2:7][C:6]1=[O:15].C([O-])([O-])=O.[K+].[K+].[Na+].[I-].[CH2:24]([O:27][CH:28]1[CH2:33][CH2:32][NH:31][CH2:30][CH2:29]1)[CH2:25][CH3:26]. Given the product [CH2:24]([O:27][CH:28]1[CH2:33][CH2:32][N:31]([CH2:2][CH2:3][CH2:4][N:5]2[C:10]3[CH:11]=[CH:12][CH:13]=[CH:14][C:9]=3[S:8][CH2:7][C:6]2=[O:15])[CH2:30][CH2:29]1)[CH2:25][CH3:26], predict the reactants needed to synthesize it.